From a dataset of Catalyst prediction with 721,799 reactions and 888 catalyst types from USPTO. Predict which catalyst facilitates the given reaction. Reactant: [C:1]([NH:4][C:5]1[CH:10]=[C:9]([N+:11]([O-:13])=[O:12])[CH:8]=[CH:7][C:6]=1[CH3:14])(=[O:3])[CH3:2].[Br:15]N1C(=O)CCC1=O. Product: [C:1]([NH:4][C:5]1[CH:10]=[C:9]([N+:11]([O-:13])=[O:12])[CH:8]=[CH:7][C:6]=1[CH2:14][Br:15])(=[O:3])[CH3:2]. The catalyst class is: 53.